Dataset: Peptide-MHC class I binding affinity with 185,985 pairs from IEDB/IMGT. Task: Regression. Given a peptide amino acid sequence and an MHC pseudo amino acid sequence, predict their binding affinity value. This is MHC class I binding data. (1) The peptide sequence is SRLVQQESG. The MHC is HLA-B27:05 with pseudo-sequence HLA-B27:05. The binding affinity (normalized) is 0.273. (2) The peptide sequence is YLKDQQLL. The MHC is HLA-B45:01 with pseudo-sequence HLA-B45:01. The binding affinity (normalized) is 0. (3) The peptide sequence is DLMLLSYSL. The MHC is HLA-A02:01 with pseudo-sequence HLA-A02:01. The binding affinity (normalized) is 0.530.